This data is from Catalyst prediction with 721,799 reactions and 888 catalyst types from USPTO. The task is: Predict which catalyst facilitates the given reaction. Reactant: [OH:1][C:2]1[CH:11]=[C:10]2[C:5]([C:6]([NH:12][C:13]3[CH:14]=[C:15]([S:25]([NH:28][CH3:29])(=[O:27])=[O:26])[CH:16]=[CH:17][C:18]=3[O:19][CH2:20][C:21]([F:24])([F:23])[F:22])=[N:7][CH:8]=[N:9]2)=[CH:4][C:3]=1[O:30][CH3:31].Br[CH:33]([CH3:35])[CH3:34].C([O-])([O-])=O.[K+].[K+].O. Product: [CH:33]([O:1][C:2]1[CH:11]=[C:10]2[C:5]([C:6]([NH:12][C:13]3[CH:14]=[C:15]([S:25]([NH:28][CH3:29])(=[O:26])=[O:27])[CH:16]=[CH:17][C:18]=3[O:19][CH2:20][C:21]([F:24])([F:23])[F:22])=[N:7][CH:8]=[N:9]2)=[CH:4][C:3]=1[O:30][CH3:31])([CH3:35])[CH3:34]. The catalyst class is: 3.